From a dataset of NCI-60 drug combinations with 297,098 pairs across 59 cell lines. Regression. Given two drug SMILES strings and cell line genomic features, predict the synergy score measuring deviation from expected non-interaction effect. (1) Drug 1: CC1=C(C=C(C=C1)NC(=O)C2=CC=C(C=C2)CN3CCN(CC3)C)NC4=NC=CC(=N4)C5=CN=CC=C5. Drug 2: C1=NNC2=C1C(=O)NC=N2. Cell line: COLO 205. Synergy scores: CSS=-12.4, Synergy_ZIP=5.37, Synergy_Bliss=3.39, Synergy_Loewe=-6.76, Synergy_HSA=-5.70. (2) Drug 1: CC(C1=C(C=CC(=C1Cl)F)Cl)OC2=C(N=CC(=C2)C3=CN(N=C3)C4CCNCC4)N. Drug 2: CC1=CC=C(C=C1)C2=CC(=NN2C3=CC=C(C=C3)S(=O)(=O)N)C(F)(F)F. Cell line: OVCAR-4. Synergy scores: CSS=3.45, Synergy_ZIP=-1.26, Synergy_Bliss=0.993, Synergy_Loewe=0.573, Synergy_HSA=-0.0200.